Dataset: Full USPTO retrosynthesis dataset with 1.9M reactions from patents (1976-2016). Task: Predict the reactants needed to synthesize the given product. Given the product [CH:27]1[C:28]2[C:33](=[CH:32][CH:31]=[CH:30][CH:29]=2)[CH:34]=[CH:35][C:26]=1[C:24]1[CH:23]=[CH:22][N:21]=[C:20]([O:16][C@H:13]2[CH2:14][CH2:15][C@H:10]([CH2:9][NH:8][C:1](=[O:2])[O:3][C:4]([CH3:6])([CH3:7])[CH3:5])[CH2:11][CH2:12]2)[N:25]=1, predict the reactants needed to synthesize it. The reactants are: [C:1]([NH:8][CH2:9][C@H:10]1[CH2:15][CH2:14][C@H:13]([OH:16])[CH2:12][CH2:11]1)([O:3][C:4]([CH3:7])([CH3:6])[CH3:5])=[O:2].[H-].[Na+].Cl[C:20]1[N:25]=[C:24]([C:26]2[CH:35]=[CH:34][C:33]3[C:28](=[CH:29][CH:30]=[CH:31][CH:32]=3)[CH:27]=2)[CH:23]=[CH:22][N:21]=1.O.